Dataset: Reaction yield outcomes from USPTO patents with 853,638 reactions. Task: Predict the reaction yield, written as a fraction of the theoretical maximum amount of product (1.0 means a 100% yield; for example, 0.34 means a 34% yield). (1) The reactants are [CH3:1][O:2][C:3](=[O:25])[CH2:4][C:5]1[C:14]([CH3:15])=[C:13]([O:16]CC2C=CC=CC=2)[C:12]2[C:7](=[CH:8][CH:9]=[C:10]([F:24])[CH:11]=2)[CH:6]=1.[H][H]. The catalyst is CO.[Pd]. The product is [CH3:1][O:2][C:3](=[O:25])[CH2:4][C:5]1[C:14]([CH3:15])=[C:13]([OH:16])[C:12]2[C:7](=[CH:8][CH:9]=[C:10]([F:24])[CH:11]=2)[CH:6]=1. The yield is 0.820. (2) No catalyst specified. The product is [Cl:8][C:4]1[CH:5]=[CH:6][CH:7]=[C:2]([Cl:1])[C:3]=1[N:9]1[CH:26]=[C:12]2[C:13]([NH:17][C:18]3[CH:23]=[C:22]([N:24]4[CH2:54][CH:53]([F:52])[CH2:25]4)[N:21]=[CH:20][N:19]=3)=[N:14][CH:15]=[CH:16][C:11]2=[N:10]1. The yield is 0.930. The reactants are [Cl:1][C:2]1[CH:7]=[CH:6][CH:5]=[C:4]([Cl:8])[C:3]=1[N:9]1[CH:26]=[C:12]2[C:13]([NH:17][C:18]3[CH:23]=[C:22]([NH:24][CH3:25])[N:21]=[CH:20][N:19]=3)=[N:14][CH:15]=[CH:16][C:11]2=[N:10]1.ClC1N=CN=C(NC2C3=CN(C4C(Cl)=CC=CC=4Cl)N=C3C=CN=2)C=1.[F:52][CH:53]1CN[CH2:54]1.CCN(C(C)C)C(C)C. (3) The product is [O:39]1[CH:7]=[N:3][N:27]=[C:29]1[C:14]1[CH:13]=[CH:12][C:11]([C:10]([NH:40][CH2:41][C:42](=[O:43])[N:44]2[CH2:45][CH2:46][N:47]([C:50](=[O:61])[C:51]3[CH:56]=[CH:55][CH:54]=[CH:53][C:52]=3[C:57]([F:60])([F:58])[F:59])[CH2:48][CH2:49]2)=[O:18])=[CH:16][CH:15]=1. The catalyst is CN(C=O)C.O. The yield is 0.540. The reactants are CC[N:3]([CH:7](C)C)C(C)C.[C:10]([OH:18])(=O)[C:11]1[CH:16]=[CH:15][CH:14]=[CH:13][CH:12]=1.CCN=C=NCCC[N:27]([CH3:29])C.C1C=CC2N([OH:39])N=NC=2C=1.[NH2:40][CH2:41][C:42]([N:44]1[CH2:49][CH2:48][N:47]([C:50](=[O:61])[C:51]2[CH:56]=[CH:55][CH:54]=[CH:53][C:52]=2[C:57]([F:60])([F:59])[F:58])[CH2:46][CH2:45]1)=[O:43].Cl. (4) The reactants are [Cl:1][C:2]1[N:3]=[CH:4][C:5]2[NH:11][C:10](=[O:12])[CH2:9][CH2:8][N:7]([CH:13]3[CH2:17][CH2:16][CH2:15][CH2:14]3)[C:6]=2[N:18]=1.[CH3:19]I.[H-].[Na+]. The catalyst is CN(C=O)C. The product is [Cl:1][C:2]1[N:3]=[CH:4][C:5]2[N:11]([CH3:19])[C:10](=[O:12])[CH2:9][CH2:8][N:7]([CH:13]3[CH2:17][CH2:16][CH2:15][CH2:14]3)[C:6]=2[N:18]=1. The yield is 0.750. (5) The reactants are [Cl:1][C:2]1[CH:19]=[C:18]([Cl:20])[CH:17]=[CH:16][C:3]=1[CH2:4][N:5]([CH3:15])[CH2:6][C:7]([C:9]1[CH:14]=[CH:13][CH:12]=[CH:11][CH:10]=1)=[O:8].[BH4-].[Na+]. No catalyst specified. The product is [Cl:1][C:2]1[CH:19]=[C:18]([Cl:20])[CH:17]=[CH:16][C:3]=1[CH2:4][N:5]([CH3:15])[CH2:6][CH:7]([C:9]1[CH:14]=[CH:13][CH:12]=[CH:11][CH:10]=1)[OH:8]. The yield is 1.00. (6) The product is [C:8]([O:9][C:10]1[CH:15]=[CH:14][C:13]([C:16]2[CH:21]=[CH:20][CH:19]=[CH:18][CH:17]=2)=[CH:12][CH:11]=1)#[CH:7]. The reactants are [Li]CCCC.I/[CH:7]=[CH:8]/[O:9][C:10]1[CH:15]=[CH:14][C:13]([C:16]2[CH:21]=[CH:20][CH:19]=[CH:18][CH:17]=2)=[CH:12][CH:11]=1. The catalyst is [Cu]. The yield is 0.700.